From a dataset of Catalyst prediction with 721,799 reactions and 888 catalyst types from USPTO. Predict which catalyst facilitates the given reaction. Reactant: [CH:1]([C:3]1[CH:8]=[CH:7][CH:6]=[CH:5][C:4]=1[C:9]1[CH:14]=[CH:13][C:12]([CH:15]([CH3:24])[CH2:16][NH:17][S:18]([CH:21]([CH3:23])[CH3:22])(=[O:20])=[O:19])=[CH:11][CH:10]=1)=[O:2].[BH4-].[Na+]. Product: [OH:2][CH2:1][C:3]1[CH:8]=[CH:7][CH:6]=[CH:5][C:4]=1[C:9]1[CH:14]=[CH:13][C:12]([CH:15]([CH3:24])[CH2:16][NH:17][S:18]([CH:21]([CH3:23])[CH3:22])(=[O:20])=[O:19])=[CH:11][CH:10]=1. The catalyst class is: 8.